This data is from Catalyst prediction with 721,799 reactions and 888 catalyst types from USPTO. The task is: Predict which catalyst facilitates the given reaction. (1) Reactant: S(Cl)([Cl:3])=O.O[CH2:6][C:7]1[O:15][C:14]2[C:9](=[N:10][CH:11]=[CH:12][C:13]=2[C:16]2[CH:17]=[C:18]([CH:24]=[CH:25][CH:26]=2)[C:19]([O:21][CH2:22][CH3:23])=[O:20])[CH:8]=1. Product: [Cl:3][CH2:6][C:7]1[O:15][C:14]2[C:9](=[N:10][CH:11]=[CH:12][C:13]=2[C:16]2[CH:17]=[C:18]([CH:24]=[CH:25][CH:26]=2)[C:19]([O:21][CH2:22][CH3:23])=[O:20])[CH:8]=1. The catalyst class is: 4. (2) The catalyst class is: 17. Product: [N:25]([C@@H:28]([C@@H:32]([C:40]1[CH:41]=[CH:42][C:43]([Cl:46])=[CH:44][CH:45]=1)[C:33]1[CH:38]=[CH:37][CH:36]=[C:35]([F:39])[CH:34]=1)[C:29]([NH:1][C:2]1[CH:3]=[N:4][CH:5]=[C:6]([F:24])[C:7]=1[CH2:8][CH2:9][C@H:10]1[CH2:14][O:13][C:12]([CH3:16])([CH3:15])[N:11]1[C:17]([O:19][C:20]([CH3:23])([CH3:22])[CH3:21])=[O:18])=[O:30])=[N+:26]=[N-:27]. Reactant: [NH2:1][C:2]1[CH:3]=[N:4][CH:5]=[C:6]([F:24])[C:7]=1[CH2:8][CH2:9][C@H:10]1[CH2:14][O:13][C:12]([CH3:16])([CH3:15])[N:11]1[C:17]([O:19][C:20]([CH3:23])([CH3:22])[CH3:21])=[O:18].[N:25]([C@@H:28]([C@@H:32]([C:40]1[CH:45]=[CH:44][C:43]([Cl:46])=[CH:42][CH:41]=1)[C:33]1[CH:38]=[CH:37][CH:36]=[C:35]([F:39])[CH:34]=1)[C:29](O)=[O:30])=[N+:26]=[N-:27].O=P(Cl)(Cl)Cl. (3) Reactant: [CH3:1][O:2][C:3]1[CH:8]=[C:7]([C:9]([F:12])([F:11])[F:10])[N:6]=[C:5]([C:13]2[N:18]=[CH:17][C:16]([NH2:19])=[CH:15][CH:14]=2)[N:4]=1.C(N(CC)CC)C.[Cl:27][CH2:28][C:29](Cl)=[O:30]. Product: [Cl:27][CH2:28][C:29]([NH:19][C:16]1[CH:17]=[N:18][C:13]([C:5]2[N:4]=[C:3]([O:2][CH3:1])[CH:8]=[C:7]([C:9]([F:12])([F:11])[F:10])[N:6]=2)=[CH:14][CH:15]=1)=[O:30]. The catalyst class is: 1. (4) Reactant: [NH2:1][C:2]1[CH:7]=[C:6]([C:8]2[CH:13]=[CH:12][C:11]([Cl:14])=[C:10]([O:15][CH3:16])[C:9]=2[F:17])[N:5]=[C:4]([C:18]([OH:20])=[O:19])[C:3]=1[Cl:21].[H-].[Na+].[Cl:24][C:25]1[CH:30]=[C:29]([Cl:31])[CH:28]=[CH:27][C:26]=1[CH2:32]Cl.O. Product: [NH2:1][C:2]1[CH:7]=[C:6]([C:8]2[CH:13]=[CH:12][C:11]([Cl:14])=[C:10]([O:15][CH3:16])[C:9]=2[F:17])[N:5]=[C:4]([C:18]([O:20][CH2:32][C:26]2[CH:27]=[CH:28][C:29]([Cl:31])=[CH:30][C:25]=2[Cl:24])=[O:19])[C:3]=1[Cl:21]. The catalyst class is: 3. (5) Reactant: [CH:1]([C@H:4]1[CH2:9][CH2:8][C@H:7]([C:10]([OH:12])=O)[CH2:6][CH2:5]1)([CH3:3])[CH3:2].S(Cl)(Cl)=O.Cl.[CH3:18][O:19][C:20](=[O:30])[C@@H:21]([CH2:23][C:24]1[CH:29]=[CH:28][CH:27]=[CH:26][CH:25]=1)[NH2:22].C(N(CC)CC)C. Product: [CH3:18][O:19][C:20](=[O:30])[C@@H:21]([CH2:23][C:24]1[CH:29]=[CH:28][CH:27]=[CH:26][CH:25]=1)[NH:22][C:10]([C@H:7]1[CH2:6][CH2:5][C@H:4]([CH:1]([CH3:2])[CH3:3])[CH2:9][CH2:8]1)=[O:12]. The catalyst class is: 147.